Dataset: Full USPTO retrosynthesis dataset with 1.9M reactions from patents (1976-2016). Task: Predict the reactants needed to synthesize the given product. (1) Given the product [ClH:21].[F:20][CH:2]([F:1])[C:3]1[C:11]2[C:10]([F:12])([F:13])[CH2:9][CH2:8][C:7]([F:15])([F:14])[C:6]=2[N:5]([CH2:16][C:17]([NH:22][C@H:23]([C:33]2[C:38]([C:39]3[CH:47]=[C:46]4[C:42](=[CH:41][CH:40]=3)[CH2:43][NH:44][C:45]4=[O:48])=[CH:37][CH:36]=[C:35]([C:49]#[C:50][C:51]3[CH:52]=[N:53][CH:54]=[N:55][CH:56]=3)[N:34]=2)[CH2:24][C:25]2[CH:30]=[C:29]([F:31])[CH:28]=[C:27]([F:32])[CH:26]=2)=[O:18])[N:4]=1, predict the reactants needed to synthesize it. The reactants are: [F:1][CH:2]([F:20])[C:3]1[C:11]2[C:10]([F:13])([F:12])[CH2:9][CH2:8][C:7]([F:15])([F:14])[C:6]=2[N:5]([CH2:16][C:17](O)=[O:18])[N:4]=1.[ClH:21].[NH2:22][C@H:23]([C:33]1[C:38]([C:39]2[CH:47]=[C:46]3[C:42]([CH2:43][NH:44][C:45]3=[O:48])=[CH:41][CH:40]=2)=[CH:37][CH:36]=[C:35]([C:49]#[C:50][C:51]2[CH:52]=[N:53][CH:54]=[N:55][CH:56]=2)[N:34]=1)[CH2:24][C:25]1[CH:30]=[C:29]([F:31])[CH:28]=[C:27]([F:32])[CH:26]=1.CN(C(ON1N=NC2C=CC=NC1=2)=[N+](C)C)C.F[P-](F)(F)(F)(F)F.C(N(CC)C(C)C)(C)C. (2) Given the product [Cl:21][CH2:20][CH2:19][O:18][C:16]1[CH:15]=[CH:14][C:13]2[C:9](=[O:8])[CH:10]([C:22]3[CH:27]=[CH:26][C:25]([Cl:28])=[CH:24][CH:23]=3)[O:11][C:12]=2[CH:17]=1, predict the reactants needed to synthesize it. The reactants are: [Si]([O:8][C:9]1[C:13]2[CH:14]=[CH:15][C:16]([O:18][CH2:19][CH2:20][Cl:21])=[CH:17][C:12]=2[O:11][C:10]=1[C:22]1[CH:27]=[CH:26][C:25]([Cl:28])=[CH:24][CH:23]=1)(C(C)(C)C)(C)C. (3) Given the product [CH2:12]([C@H:19]([NH:22][C:23](=[O:29])[O:24][C:25]([CH3:28])([CH3:27])[CH3:26])[CH:20]=[CH2:1])[C:13]1[CH:18]=[CH:17][CH:16]=[CH:15][CH:14]=1, predict the reactants needed to synthesize it. The reactants are: [CH3:1]C(C)([O-])C.[K+].C1COCC1.[CH2:12]([C@H:19]([NH:22][C:23](=[O:29])[O:24][C:25]([CH3:28])([CH3:27])[CH3:26])[CH:20]=O)[C:13]1[CH:18]=[CH:17][CH:16]=[CH:15][CH:14]=1. (4) Given the product [C:1]([C:3]1[C:16]2[C:7](=[S+:8][C:9]3[C:14]([N:15]=2)=[CH:13][CH:12]=[C:11]([N:24]2[CH2:25][CH2:26][O:27][CH2:28][CH2:29]2)[CH:10]=3)[CH:6]=[C:5]([N:30]2[CH2:35][CH2:34][O:33][CH2:32][CH2:31]2)[CH:4]=1)#[N:2].[F:39][C:38]([F:41])([F:40])[C:36]([O-:42])=[O:37], predict the reactants needed to synthesize it. The reactants are: [C:1]([C:3]1[C:16]2[N:15](C(OC(C)(C)C)=O)[C:14]3[C:9](=[CH:10][C:11]([N:24]4[CH2:29][CH2:28][O:27][CH2:26][CH2:25]4)=[CH:12][CH:13]=3)[S:8][C:7]=2[CH:6]=[C:5]([N:30]2[CH2:35][CH2:34][O:33][CH2:32][CH2:31]2)[CH:4]=1)#[N:2].[C:36]([OH:42])([C:38]([F:41])([F:40])[F:39])=[O:37]. (5) Given the product [O:11]1[CH:12]=[CH:13][C:9]([C:2]2[CH:3]=[C:4]([OH:6])[N:23]([C:20]3[CH:21]=[CH:22][C:17]([N+:14]([O-:16])=[O:15])=[CH:18][CH:19]=3)[N:24]=2)=[CH:10]1, predict the reactants needed to synthesize it. The reactants are: O=[C:2]([C:9]1[CH:13]=[CH:12][O:11][CH:10]=1)[CH2:3][C:4]([O:6]CC)=O.[N+:14]([C:17]1[CH:22]=[CH:21][C:20]([NH:23][NH2:24])=[CH:19][CH:18]=1)([O-:16])=[O:15].Cl. (6) Given the product [CH2:15]([O:14][C:7]1[C:6]2[C:17](=[O:18])[N:22]([C:23]3[CH:24]=[CH:25][C:26]([CH2:29][C:30]([O:32][CH2:33][CH3:34])=[O:31])=[CH:27][CH:28]=3)[C:20](=[O:19])[C:5]=2[C:4]([O:3][CH2:1][CH3:2])=[C:13]2[CH:12]=[CH:11][CH:10]=[CH:9][C:8]=12)[CH3:16], predict the reactants needed to synthesize it. The reactants are: [CH2:1]([O:3][C:4]1[C:13]2[C:8](=[CH:9][CH:10]=[CH:11][CH:12]=2)[C:7]([O:14][CH2:15][CH3:16])=[C:6]2[C:17]([O:19][C:20](=O)[C:5]=12)=[O:18])[CH3:2].[NH2:22][C:23]1[CH:28]=[CH:27][C:26]([CH2:29][C:30]([O:32][CH2:33][CH3:34])=[O:31])=[CH:25][CH:24]=1.O. (7) Given the product [Br:20][C:21]1[CH:26]=[CH:25][C:24]([O:27][CH:8]([F:12])[F:13])=[CH:23][N:22]=1, predict the reactants needed to synthesize it. The reactants are: C(=O)([O-])[O-].[K+].[K+].Cl[C:8]([F:13])([F:12])C([O-])=O.[Na+].CN(C=O)C.[Br:20][C:21]1[CH:26]=[CH:25][C:24]([OH:27])=[CH:23][N:22]=1. (8) Given the product [C:44]([O:27][C:24](=[O:23])[CH2:25][NH:26][C:2]1[N:3]=[C:4]([NH:18][CH3:19])[C:5]2[N:6]=[C:7]([NH:14][CH2:15][CH2:16][CH3:17])[N:8]=[C:9]([NH:12][CH3:13])[C:10]=2[N:11]=1)([CH3:43])([CH3:45])[CH3:28], predict the reactants needed to synthesize it. The reactants are: Cl[C:2]1[N:3]=[C:4]([NH:18][CH3:19])[C:5]2[N:6]=[C:7]([NH:14][CH2:15][CH2:16][CH3:17])[N:8]=[C:9]([NH:12][CH3:13])[C:10]=2[N:11]=1.Cl.C([O:23][C:24](=[O:27])[CH2:25][NH2:26])C.[CH:28](N(CC)C(C)C)(C)C.C([O-])(O)=O.[Na+].C(O)[CH2:43][CH2:44][CH3:45]. (9) The reactants are: [CH2:1]([O:3][C:4]([CH:6]([CH2:14][CH3:15])[CH2:7][NH:8][C@H:9]([C:11]([OH:13])=[O:12])[CH3:10])=[O:5])[CH3:2].C(N(CC)CC)C.Cl[C:24]([O:26][CH2:27][CH3:28])=[O:25]. Given the product [CH2:1]([O:3][C:4]([CH:6]([CH2:14][CH3:15])[CH2:7][N:8]([C:24]([O:26][CH2:27][CH3:28])=[O:25])[C@H:9]([C:11]([OH:13])=[O:12])[CH3:10])=[O:5])[CH3:2], predict the reactants needed to synthesize it.